This data is from Catalyst prediction with 721,799 reactions and 888 catalyst types from USPTO. The task is: Predict which catalyst facilitates the given reaction. (1) Reactant: Br[C:2]1[CH:9]=[CH:8][C:7]([O:10][CH3:11])=[CH:6][C:3]=1[CH:4]=[O:5].[C:12]([Cu])#[N:13].O. Product: [CH:4]([C:3]1[CH:6]=[C:7]([O:10][CH3:11])[CH:8]=[CH:9][C:2]=1[C:12]#[N:13])=[O:5]. The catalyst class is: 37. (2) Reactant: Br[C:2]1[CH:10]=[CH:9][C:5]([C:6]([OH:8])=[O:7])=[C:4]([CH3:11])[CH:3]=1.CC1(C)C(C)(C)OB([C:20]2[CH:25]=[CH:24][C:23]([OH:26])=[CH:22][CH:21]=2)O1.C(=O)([O-])[O-].[Cs+].[Cs+]. Product: [OH:26][C:23]1[CH:24]=[CH:25][C:20]([C:2]2[CH:10]=[CH:9][C:5]([C:6]([OH:8])=[O:7])=[C:4]([CH3:11])[CH:3]=2)=[CH:21][CH:22]=1. The catalyst class is: 117. (3) Reactant: [CH:1]([C:3]1[CH:8]=[CH:7][C:6]([B:9]([OH:11])[OH:10])=[CH:5][CH:4]=1)=[O:2].O[C:13]([C:16](O)([CH3:18])[CH3:17])([CH3:15])[CH3:14].O. Product: [CH3:14][C:13]1([CH3:15])[C:16]([CH3:18])([CH3:17])[O:11][B:9]([C:6]2[CH:5]=[CH:4][C:3]([CH:1]=[O:2])=[CH:8][CH:7]=2)[O:10]1. The catalyst class is: 11.